The task is: Predict the product of the given reaction.. This data is from Forward reaction prediction with 1.9M reactions from USPTO patents (1976-2016). (1) Given the reactants [CH3:1][Si](C)(C)N[Si](C)(C)C.[Na].[CH:11]([C:13]1[CH2:18][CH2:17][CH2:16][CH2:15][C:14]=1[C:19]1[CH:24]=[CH:23][C:22]([NH:25][C:26](=[O:35])[C:27]2[C:32]([F:33])=[CH:31][CH:30]=[CH:29][C:28]=2[F:34])=[CH:21][CH:20]=1)=O, predict the reaction product. The product is: [CH:11]([C:13]1[CH2:18][CH2:17][CH2:16][CH2:15][C:14]=1[C:19]1[CH:24]=[CH:23][C:22]([NH:25][C:26](=[O:35])[C:27]2[C:32]([F:33])=[CH:31][CH:30]=[CH:29][C:28]=2[F:34])=[CH:21][CH:20]=1)=[CH2:1]. (2) Given the reactants [NH2:1][C:2]1[N:7]=[CH:6][N:5]=[C:4]2[N:8]([CH2:25][C@H:26]3[CH2:30][CH2:29][CH2:28][N:27]3[C:31](=[O:35])[CH2:32][C:33]#[N:34])[N:9]=[C:10]([C:11]3[CH:16]=[CH:15][C:14]([O:17][C:18]4[CH:23]=[CH:22][CH:21]=[CH:20][CH:19]=4)=[CH:13][C:12]=3[F:24])[C:3]=12.[CH2:36]([N:38]([C:46]([CH3:50])([CH3:49])[CH:47]=O)[C:39](=[O:45])[O:40][C:41]([CH3:44])([CH3:43])[CH3:42])[CH3:37].N1CCCCC1, predict the reaction product. The product is: [NH2:1][C:2]1[N:7]=[CH:6][N:5]=[C:4]2[N:8]([CH2:25][C@H:26]3[CH2:30][CH2:29][CH2:28][N:27]3[C:31](=[O:35])[C:32]([C:33]#[N:34])=[CH:50][C:46]([N:38]([CH2:36][CH3:37])[C:39](=[O:45])[O:40][C:41]([CH3:44])([CH3:43])[CH3:42])([CH3:47])[CH3:49])[N:9]=[C:10]([C:11]3[CH:16]=[CH:15][C:14]([O:17][C:18]4[CH:19]=[CH:20][CH:21]=[CH:22][CH:23]=4)=[CH:13][C:12]=3[F:24])[C:3]=12.